From a dataset of Full USPTO retrosynthesis dataset with 1.9M reactions from patents (1976-2016). Predict the reactants needed to synthesize the given product. Given the product [NH2:1][C:2]1[O:6][N:5]=[C:4]([C:7]([CH3:10])([CH3:9])[CH3:8])[C:3]=1[Br:11], predict the reactants needed to synthesize it. The reactants are: [NH2:1][C:2]1[O:6][N:5]=[C:4]([C:7]([CH3:10])([CH3:9])[CH3:8])[CH:3]=1.[Br:11]N1C(=O)CCC1=O.